Dataset: Catalyst prediction with 721,799 reactions and 888 catalyst types from USPTO. Task: Predict which catalyst facilitates the given reaction. (1) Reactant: [C:1]([C:4]1[CH:16]=[CH:15][C:7]([O:8][CH2:9][C:10]([O:12]CC)=[O:11])=[CH:6][C:5]=1[NH2:17])(=[O:3])[CH3:2].[Li+:18].[OH-]. Product: [C:1]([C:4]1[CH:16]=[CH:15][C:7]([O:8][CH2:9][C:10]([O-:12])=[O:11])=[CH:6][C:5]=1[NH2:17])(=[O:3])[CH3:2].[Li+:18]. The catalyst class is: 1. (2) Reactant: Cl[C:2]1[N:3]=[C:4]([C:15]2[C:23]3[C:18](=[N:19][C:20]([CH3:24])=[CH:21][CH:22]=3)[N:17]([CH2:25][C:26]3[CH:31]=[CH:30][CH:29]=[C:28]([F:32])[C:27]=3[F:33])[N:16]=2)[N:5]=[N:6][C:7]=1[C:8]([CH3:14])([CH3:13])[C:9]([O:11]C)=O.[NH3:34]. Product: [F:33][C:27]1[C:28]([F:32])=[CH:29][CH:30]=[CH:31][C:26]=1[CH2:25][N:17]1[C:18]2=[N:19][C:20]([CH3:24])=[CH:21][CH:22]=[C:23]2[C:15]([C:4]2[N:5]=[N:6][C:7]3[C:8]([CH3:13])([CH3:14])[C:9](=[O:11])[NH:34][C:2]=3[N:3]=2)=[N:16]1. The catalyst class is: 10. (3) Reactant: B(Br)(Br)Br.[Cl:5][C:6]1[CH:11]=[C:10]([O:12]C)[CH:9]=[CH:8][C:7]=1[CH:14]([CH3:33])[C:15]([C:21]1[CH:32]=[CH:31][C:24]2[N:25]([CH3:30])[C:26](=[O:29])[N:27]([CH3:28])[C:23]=2[CH:22]=1)([OH:20])[C:16]([F:19])([F:18])[F:17].CO.C([O-])(O)=O.[Na+]. Product: [Cl:5][C:6]1[CH:11]=[C:10]([OH:12])[CH:9]=[CH:8][C:7]=1[CH:14]([CH3:33])[C:15]([C:21]1[CH:32]=[CH:31][C:24]2[N:25]([CH3:30])[C:26](=[O:29])[N:27]([CH3:28])[C:23]=2[CH:22]=1)([OH:20])[C:16]([F:17])([F:18])[F:19]. The catalyst class is: 2. (4) Reactant: [Si]([O:8][C:9]1[CH:14]=[CH:13][C:12]([CH2:15][C:16](=O)[CH:17]([O:21]CC)OCC)=[CH:11][CH:10]=1)(C(C)(C)C)(C)C.[NH2:25][C:26]1[C:35]([CH2:36][C:37]2[CH:42]=[CH:41][CH:40]=[CH:39][CH:38]=2)=[N:34][C:33]2[C:32]3[CH:43]=[CH:44][C:45]([OH:47])=[CH:46][C:31]=3[CH:30]=[CH:29][C:28]=2[N:27]=1.Cl. Product: [CH:40]1[CH:39]=[CH:38][C:37]([CH2:36][C:35]2[NH:34][C:33]3[C:32]4[CH:43]=[CH:44][C:45]([OH:47])=[CH:46][C:31]=4[CH:30]=[CH:29][C:28]=3[N:27]3[C:26]=2[N:25]=[C:16]([CH2:15][C:12]2[CH:11]=[CH:10][C:9]([OH:8])=[CH:14][CH:13]=2)[C:17]3=[O:21])=[CH:42][CH:41]=1. The catalyst class is: 40. (5) Reactant: [C:1]1([C@@H:7]([NH:9][C:10](=[O:45])[CH2:11][C@H:12]([O:37][Si](C(C)(C)C)(C)C)[CH2:13][C:14](=[O:36])/[CH:15]=[CH:16]/[C:17]2[N:18]([CH:33]([CH3:35])[CH3:34])[C:19]3[C:24]([C:25]=2[C:26]2[CH:31]=[CH:30][C:29]([F:32])=[CH:28][CH:27]=2)=[CH:23][CH:22]=[CH:21][CH:20]=3)[CH3:8])[CH:6]=[CH:5][CH:4]=[CH:3][CH:2]=1.Cl.C1([C@@H](NC(=O)C[C@H](O)CC(=O)/C=C/C2C(C3CC3)=NC3C(C=2C2C=CC(F)=CC=2)=CC=CC=3)C)C=CC=CC=1. Product: [C:1]1([C@@H:7]([NH:9][C:10](=[O:45])[CH2:11][C@H:12]([OH:37])[CH2:13][C:14](=[O:36])/[CH:15]=[CH:16]/[C:17]2[N:18]([CH:33]([CH3:34])[CH3:35])[C:19]3[C:24]([C:25]=2[C:26]2[CH:27]=[CH:28][C:29]([F:32])=[CH:30][CH:31]=2)=[CH:23][CH:22]=[CH:21][CH:20]=3)[CH3:8])[CH:6]=[CH:5][CH:4]=[CH:3][CH:2]=1. The catalyst class is: 8.